From a dataset of NCI-60 drug combinations with 297,098 pairs across 59 cell lines. Regression. Given two drug SMILES strings and cell line genomic features, predict the synergy score measuring deviation from expected non-interaction effect. (1) Drug 1: CN(CC1=CN=C2C(=N1)C(=NC(=N2)N)N)C3=CC=C(C=C3)C(=O)NC(CCC(=O)O)C(=O)O. Drug 2: C1CC(CNC1)C2=CC=C(C=C2)N3C=C4C=CC=C(C4=N3)C(=O)N. Cell line: SW-620. Synergy scores: CSS=67.3, Synergy_ZIP=-4.06, Synergy_Bliss=-6.02, Synergy_Loewe=-12.2, Synergy_HSA=-1.63. (2) Drug 1: CS(=O)(=O)CCNCC1=CC=C(O1)C2=CC3=C(C=C2)N=CN=C3NC4=CC(=C(C=C4)OCC5=CC(=CC=C5)F)Cl. Drug 2: CC1=C(N=C(N=C1N)C(CC(=O)N)NCC(C(=O)N)N)C(=O)NC(C(C2=CN=CN2)OC3C(C(C(C(O3)CO)O)O)OC4C(C(C(C(O4)CO)O)OC(=O)N)O)C(=O)NC(C)C(C(C)C(=O)NC(C(C)O)C(=O)NCCC5=NC(=CS5)C6=NC(=CS6)C(=O)NCCC[S+](C)C)O. Cell line: SW-620. Synergy scores: CSS=8.20, Synergy_ZIP=1.95, Synergy_Bliss=3.70, Synergy_Loewe=-22.0, Synergy_HSA=0.713. (3) Drug 1: C1CN1P(=S)(N2CC2)N3CC3. Drug 2: C1CNP(=O)(OC1)N(CCCl)CCCl. Cell line: MALME-3M. Synergy scores: CSS=-0.519, Synergy_ZIP=-1.92, Synergy_Bliss=-1.89, Synergy_Loewe=-3.24, Synergy_HSA=-2.77. (4) Drug 1: CNC(=O)C1=CC=CC=C1SC2=CC3=C(C=C2)C(=NN3)C=CC4=CC=CC=N4. Drug 2: C1CCC(CC1)NC(=O)N(CCCl)N=O. Cell line: EKVX. Synergy scores: CSS=9.41, Synergy_ZIP=-2.74, Synergy_Bliss=2.96, Synergy_Loewe=2.21, Synergy_HSA=3.70. (5) Drug 1: CC1C(C(CC(O1)OC2CC(OC(C2O)C)OC3=CC4=CC5=C(C(=O)C(C(C5)C(C(=O)C(C(C)O)O)OC)OC6CC(C(C(O6)C)O)OC7CC(C(C(O7)C)O)OC8CC(C(C(O8)C)O)(C)O)C(=C4C(=C3C)O)O)O)O. Drug 2: C1C(C(OC1N2C=NC(=NC2=O)N)CO)O. Cell line: 786-0. Synergy scores: CSS=6.75, Synergy_ZIP=0.503, Synergy_Bliss=0.0634, Synergy_Loewe=-14.1, Synergy_HSA=0.240. (6) Drug 1: CCCS(=O)(=O)NC1=C(C(=C(C=C1)F)C(=O)C2=CNC3=C2C=C(C=N3)C4=CC=C(C=C4)Cl)F. Drug 2: CC1=C(C=C(C=C1)C(=O)NC2=CC(=CC(=C2)C(F)(F)F)N3C=C(N=C3)C)NC4=NC=CC(=N4)C5=CN=CC=C5. Cell line: OVCAR-4. Synergy scores: CSS=-0.184, Synergy_ZIP=2.55, Synergy_Bliss=5.41, Synergy_Loewe=3.84, Synergy_HSA=2.54. (7) Drug 1: C1CC(C1)(C(=O)O)C(=O)O.[NH2-].[NH2-].[Pt+2]. Drug 2: C1=NC(=NC(=O)N1C2C(C(C(O2)CO)O)O)N. Cell line: SF-268. Synergy scores: CSS=24.8, Synergy_ZIP=-3.98, Synergy_Bliss=2.09, Synergy_Loewe=-13.3, Synergy_HSA=2.32.